Predict the product of the given reaction. From a dataset of Forward reaction prediction with 1.9M reactions from USPTO patents (1976-2016). (1) The product is: [CH3:1][CH2:2][N:3]([C:21]([CH3:23])=[O:22])[C:4]1[CH:5]=[CH:6][CH:7]=[C:8]([C:10]2[N:15]3[N:16]=[CH:17][C:18]([C:19]#[N:20])=[C:14]3[N:13]=[CH:12][CH:11]=2)[CH:9]=1.[C:25]([C:8]1[CH:9]=[C:4]([NH:3][C:21](=[O:22])[CH3:23])[CH:5]=[CH:6][CH:7]=1)(=[O:27])[CH3:26]. Given the reactants [CH3:1][CH2:2][N:3]([C:21]([CH3:23])=[O:22])[C:4]1[CH:5]=[CH:6][CH:7]=[C:8]([C:10]2[N:15]3[N:16]=[CH:17][C:18]([C:19]#[N:20])=[C:14]3[N:13]=[CH:12][CH:11]=2)[CH:9]=1.C.[CH2:25]([OH:27])[CH3:26], predict the reaction product. (2) Given the reactants [NH2:1][C:2]1[CH:3]=[C:4]([C:8]2[C:17]3[C:12](=[C:13]([C:18]([F:21])([F:20])[F:19])[CH:14]=[CH:15][CH:16]=3)[N:11]=[CH:10][C:9]=2[C:22]([C:24]2[CH:29]=[CH:28][CH:27]=[CH:26][CH:25]=2)=[O:23])[CH:5]=[CH:6][CH:7]=1.C[O:31][C:32]([C:34]1[CH:42]=[C:41]2[C:37]([C:38]([CH:43]=O)=[CH:39][NH:40]2)=[CH:36][CH:35]=1)=[O:33], predict the reaction product. The product is: [C:22]([C:9]1[CH:10]=[N:11][C:12]2[C:17]([C:8]=1[C:4]1[CH:3]=[C:2]([NH:1][CH2:43][C:38]3[C:37]4[C:41](=[CH:42][C:34]([C:32]([OH:33])=[O:31])=[CH:35][CH:36]=4)[NH:40][CH:39]=3)[CH:7]=[CH:6][CH:5]=1)=[CH:16][CH:15]=[CH:14][C:13]=2[C:18]([F:21])([F:19])[F:20])(=[O:23])[C:24]1[CH:25]=[CH:26][CH:27]=[CH:28][CH:29]=1. (3) Given the reactants C([O:8][C:9]1[C:10]([C:16]#[N:17])=[N:11][C:12]([F:15])=[CH:13][N:14]=1)C1C=CC=CC=1.[Cl-].[Al+3].[Cl-].[Cl-].O, predict the reaction product. The product is: [F:15][C:12]1[N:11]=[C:10]([C:16]#[N:17])[C:9](=[O:8])[NH:14][CH:13]=1. (4) Given the reactants C(=O)([O-])[O-].[K+].[K+].[OH:7][C:8]1[CH:21]=[CH:20][C:11]2[C:12]([C:16]([NH:18][CH3:19])=[O:17])=[C:13]([CH3:15])[O:14][C:10]=2[CH:9]=1.[Cl:22][C:23]1[N:28]=[C:27](Cl)[CH:26]=[CH:25][N:24]=1.O, predict the reaction product. The product is: [Cl:22][C:23]1[N:28]=[C:27]([O:7][C:8]2[CH:21]=[CH:20][C:11]3[C:12]([C:16]([NH:18][CH3:19])=[O:17])=[C:13]([CH3:15])[O:14][C:10]=3[CH:9]=2)[CH:26]=[CH:25][N:24]=1. (5) Given the reactants [Cl:1][C:2]1[CH:7]=[CH:6][C:5]([C:8]2[C:9]([C:18]3[CH:23]=[CH:22][C:21]([Cl:24])=[CH:20][C:19]=3[Cl:25])=[N:10][C:11]([CH2:15][O:16]C)=[N:12][C:13]=2[CH3:14])=[CH:4][CH:3]=1.B(Br)(Br)Br, predict the reaction product. The product is: [Cl:1][C:2]1[CH:7]=[CH:6][C:5]([C:8]2[C:9]([C:18]3[CH:23]=[CH:22][C:21]([Cl:24])=[CH:20][C:19]=3[Cl:25])=[N:10][C:11]([CH2:15][OH:16])=[N:12][C:13]=2[CH3:14])=[CH:4][CH:3]=1. (6) Given the reactants [CH2:1]([N:4]1[CH2:10][CH:9]([CH3:11])[C:8](=[O:12])[NH:7][C:6]2[CH:13]=[N:14][C:15]([Cl:17])=[N:16][C:5]1=2)[CH:2]=[CH2:3].I[CH3:19].[H-].[Na+], predict the reaction product. The product is: [CH2:1]([N:4]1[CH2:10][CH:9]([CH3:11])[C:8](=[O:12])[N:7]([CH3:19])[C:6]2[CH:13]=[N:14][C:15]([Cl:17])=[N:16][C:5]1=2)[CH:2]=[CH2:3].